The task is: Regression/Classification. Given a drug SMILES string, predict its absorption, distribution, metabolism, or excretion properties. Task type varies by dataset: regression for continuous measurements (e.g., permeability, clearance, half-life) or binary classification for categorical outcomes (e.g., BBB penetration, CYP inhibition). Dataset: cyp1a2_veith.. This data is from CYP1A2 inhibition data for predicting drug metabolism from PubChem BioAssay. (1) The compound is COc1ccc(C2NCc3ccc4c(c3-n3cccc32)OCO4)cc1OC.Cl. The result is 0 (non-inhibitor). (2) The result is 0 (non-inhibitor). The molecule is CC(C)Oc1cccc(C(=O)NC(=S)N2CCN(c3ccc(C(F)(F)F)cc3[N+](=O)[O-])CC2)c1. (3) The compound is Cc1ccc(C(=O)N/N=C/c2cc(C)n(-c3ccc(Br)cc3)c2C)cc1[N+](=O)[O-]. The result is 0 (non-inhibitor). (4) The result is 0 (non-inhibitor). The drug is COCC(=O)N1CCC2(CCCN(C(=O)Nc3ccccc3)C2)CC1. (5) The molecule is CCN[C@@H]1C[C@H](N)[C@H](O[C@H]2OC(CN)=CC[C@H]2N)[C@@H](O)[C@H]1O[C@H]1OC[C@@](C)(O)[C@@H](NC)[C@@H]1O. The result is 0 (non-inhibitor). (6) The compound is Cn1cccc1C(=O)N1CCC2(CCN(Cc3ccccc3)CC2)CC1. The result is 0 (non-inhibitor). (7) The compound is CN(CC(=O)O)Cc1c[nH]c2ccccc12. The result is 0 (non-inhibitor). (8) The molecule is Cc1ccc2nc(NC(=S)NC(=O)c3cccs3)sc2c1. The result is 1 (inhibitor). (9) The drug is Cn1c(=O)c(-c2cccc(F)c2)nc2cncnc21. The result is 1 (inhibitor).